Task: Predict the reactants needed to synthesize the given product.. Dataset: Full USPTO retrosynthesis dataset with 1.9M reactions from patents (1976-2016) (1) Given the product [Cl:1][C:2]1[C:3]2[C:10]([I:11])=[C:9]([CH3:20])[N:8]([CH2:12][O:13][CH2:14][CH2:15][Si:16]([CH3:19])([CH3:18])[CH3:17])[C:4]=2[N:5]=[CH:6][N:7]=1, predict the reactants needed to synthesize it. The reactants are: [Cl:1][C:2]1[C:3]2[C:10]([I:11])=[CH:9][N:8]([CH2:12][O:13][CH2:14][CH2:15][Si:16]([CH3:19])([CH3:18])[CH3:17])[C:4]=2[N:5]=[CH:6][N:7]=1.[CH:20]([N-]C(C)C)(C)C.[Li+].IC.[Cl-].[NH4+]. (2) Given the product [Br:1][C:2]1[CH:7]=[C:6]([S:8][C:9]2[CH:14]=[CH:13][C:12]([Cl:15])=[CH:11][CH:10]=2)[CH:5]=[CH:4][C:3]=1[CH2:16][O:17][CH2:27][O:28][CH3:29], predict the reactants needed to synthesize it. The reactants are: [Br:1][C:2]1[CH:7]=[C:6]([S:8][C:9]2[CH:14]=[CH:13][C:12]([Cl:15])=[CH:11][CH:10]=2)[CH:5]=[CH:4][C:3]=1[CH2:16][OH:17].C(N(C(C)C)CC)(C)C.[CH3:27][O:28][CH2:29]Cl. (3) Given the product [OH:22][C:21]1[C:16]([NH:15][CH:11]2[CH2:12][CH2:13][N:8]([C:6]([O:5][C:1]([CH3:4])([CH3:3])[CH3:2])=[O:7])[CH2:9][CH2:10]2)=[N:17][CH:18]=[CH:19][CH:20]=1, predict the reactants needed to synthesize it. The reactants are: [C:1]([O:5][C:6]([N:8]1[CH2:13][CH2:12][C:11](=O)[CH2:10][CH2:9]1)=[O:7])([CH3:4])([CH3:3])[CH3:2].[NH2:15][C:16]1[C:21]([OH:22])=[CH:20][CH:19]=[CH:18][N:17]=1.S([O-])([O-])(=O)=O.[Na+].[Na+].C(O[BH-](OC(=O)C)OC(=O)C)(=O)C.[Na+]. (4) Given the product [CH2:1]([O:8][N:9]([C@H:22]1[CH2:27][N:26]([C:28]([O:30][C:31]([CH3:33])([CH3:34])[CH3:32])=[O:29])[C@H:25]([C:35](=[S:37])/[N:36]=[CH:40]/[N:41]([CH3:43])[CH3:42])[CH2:24][CH2:23]1)[S:10]([C:13]1[CH:18]=[CH:17][CH:16]=[CH:15][C:14]=1[N+:19]([O-:21])=[O:20])(=[O:11])=[O:12])[C:2]1[CH:7]=[CH:6][CH:5]=[CH:4][CH:3]=1, predict the reactants needed to synthesize it. The reactants are: [CH2:1]([O:8][N:9]([C@H:22]1[CH2:27][N:26]([C:28]([O:30][C:31]([CH3:34])([CH3:33])[CH3:32])=[O:29])[C@H:25]([C:35](=[S:37])[NH2:36])[CH2:24][CH2:23]1)[S:10]([C:13]1[CH:18]=[CH:17][CH:16]=[CH:15][C:14]=1[N+:19]([O-:21])=[O:20])(=[O:12])=[O:11])[C:2]1[CH:7]=[CH:6][CH:5]=[CH:4][CH:3]=1.CO[CH:40](OC)[N:41]([CH3:43])[CH3:42]. (5) Given the product [CH2:1]([O:3][C:4]([C:6]1([C:9]2[CH:10]=[CH:11][C:12]([C:15]3[CH:20]=[CH:19][C:18]([C:21]4[O:25][N:24]=[C:23]([CH3:26])[C:22]=4[NH:27][C:29]4[CH:34]=[CH:33][CH:32]=[C:31]([O:35][CH2:36][CH2:37][C:38]5[CH:39]=[CH:40][CH:41]=[CH:42][CH:43]=5)[N:30]=4)=[CH:17][CH:16]=3)=[CH:13][CH:14]=2)[CH2:8][CH2:7]1)=[O:5])[CH3:2], predict the reactants needed to synthesize it. The reactants are: [CH2:1]([O:3][C:4]([C:6]1([C:9]2[CH:14]=[CH:13][C:12]([C:15]3[CH:20]=[CH:19][C:18]([C:21]4[O:25][N:24]=[C:23]([CH3:26])[C:22]=4[NH2:27])=[CH:17][CH:16]=3)=[CH:11][CH:10]=2)[CH2:8][CH2:7]1)=[O:5])[CH3:2].Br[C:29]1[CH:34]=[CH:33][CH:32]=[C:31]([O:35][CH2:36][CH2:37][C:38]2[CH:43]=[CH:42][CH:41]=[CH:40][CH:39]=2)[N:30]=1. (6) The reactants are: [Br:1][C:2]1[CH:11]=[C:10]2[C:5]([C:6](=[O:26])[N:7]([NH:12][C:13]3[CH:14]=[C:15]([CH:18]=[CH:19][C:20]=3[S:21]([CH2:24][CH3:25])(=[O:23])=[O:22])[C:16]#[N:17])[CH:8]=[N:9]2)=[CH:4][C:3]=1[O:27][C:28]([F:31])([F:30])[F:29].BrC1C=C2C(C(=O)N(N(C3C=C(Cl)C=CC=3SCC)[C:44](=[O:50])[O:45][C:46]([CH3:49])([CH3:48])[CH3:47])C=N2)=CC=1C. Given the product [Br:1][C:2]1[CH:11]=[C:10]2[C:5]([C:6](=[O:26])[N:7]([N:12]([C:13]3[CH:14]=[C:15]([C:16]#[N:17])[CH:18]=[CH:19][C:20]=3[S:21]([CH2:24][CH3:25])(=[O:23])=[O:22])[C:44](=[O:50])[O:45][C:46]([CH3:49])([CH3:48])[CH3:47])[CH:8]=[N:9]2)=[CH:4][C:3]=1[O:27][C:28]([F:30])([F:31])[F:29], predict the reactants needed to synthesize it.